Dataset: Full USPTO retrosynthesis dataset with 1.9M reactions from patents (1976-2016). Task: Predict the reactants needed to synthesize the given product. (1) The reactants are: [S:1]=[C:2]1[C:7]([C:8]#[N:9])=[CH:6][CH:5]=[CH:4][NH:3]1.[Br:10]Br. Given the product [Br:10][C:8]1[C:7]2[C:2](=[N:3][CH:4]=[CH:5][CH:6]=2)[S:1][N:9]=1, predict the reactants needed to synthesize it. (2) Given the product [CH3:1][O:2][C:3](=[O:12])[C:4]1[C:5]([Cl:11])=[CH:6][CH:7]=[CH:8][C:9]=1[CH2:10][Br:13], predict the reactants needed to synthesize it. The reactants are: [CH3:1][O:2][C:3](=[O:12])[C:4]1[C:9]([CH3:10])=[CH:8][CH:7]=[CH:6][C:5]=1[Cl:11].[Br:13]NC(=O)CCC(N)=O.C(OOC(=O)C1C=CC=CC=1)(=O)C1C=CC=CC=1. (3) Given the product [CH3:26][C:15]1([CH3:25])[C:14]2[CH:13]=[C:12]([C:29]3[CH:28]=[C:27]4[C:32](=[CH:31][CH:30]=3)[CH:36]=[C:35]([B:38]([OH:43])[OH:39])[CH:34]=[CH:33]4)[CH:24]=[CH:23][C:22]=2[C:21]2[C:16]1=[CH:17][CH:18]=[CH:19][CH:20]=2, predict the reactants needed to synthesize it. The reactants are: BrC1C=C2C(=CC=1)C=C([C:12]1[CH:24]=[CH:23][C:22]3[C:21]4[C:16](=[CH:17][CH:18]=[CH:19][CH:20]=4)[C:15]([CH3:26])([CH3:25])[C:14]=3[CH:13]=1)C=C2.[CH3:27][CH2:28][CH2:29][CH2:30][CH2:31][CH3:32].[CH2:33]([Li])[CH2:34][CH2:35][CH3:36].[B:38](OC(C)C)([O:43]C(C)C)[O:39]C(C)C.Cl.